Dataset: Catalyst prediction with 721,799 reactions and 888 catalyst types from USPTO. Task: Predict which catalyst facilitates the given reaction. (1) Reactant: CCN(C(C)C)C(C)C.Cl.[NH2:11][CH2:12][C:13]([N:15]1[CH2:20][CH2:19][N:18]([C:21](=[O:32])[C:22]2[CH:27]=[CH:26][CH:25]=[CH:24][C:23]=2[C:28]([F:31])([F:30])[F:29])[CH2:17][CH2:16]1)=[O:14].C1C=CC2N(O)N=NC=2C=1.CCN=C=NCCCN(C)C.[F:54][C:55]1[C:60]([F:61])=[CH:59][CH:58]=[CH:57][C:56]=1[C:62]1[CH:67]=[CH:66][C:65]([C:68](O)=[O:69])=[CH:64][CH:63]=1. Product: [O:14]=[C:13]([N:15]1[CH2:16][CH2:17][N:18]([C:21](=[O:32])[C:22]2[CH:27]=[CH:26][CH:25]=[CH:24][C:23]=2[C:28]([F:31])([F:29])[F:30])[CH2:19][CH2:20]1)[CH2:12][NH:11][C:68]([C:65]1[CH:64]=[CH:63][C:62]([C:56]2[CH:57]=[CH:58][CH:59]=[C:60]([F:61])[C:55]=2[F:54])=[CH:67][CH:66]=1)=[O:69]. The catalyst class is: 18. (2) Reactant: [H-].[Na+].[CH3:3][N:4]1[C:8]([CH3:9])=[CH:7][C:6]([C:10]([O:12][CH3:13])=[O:11])=[C:5]1[CH2:14][C:15]([O:17][CH3:18])=[O:16].[CH:19](OC)=[O:20].CO. Product: [CH:19]([CH:14]([C:5]1[N:4]([CH3:3])[C:8]([CH3:9])=[CH:7][C:6]=1[C:10]([O:12][CH3:13])=[O:11])[C:15]([O:17][CH3:18])=[O:16])=[O:20]. The catalyst class is: 7.